Dataset: Forward reaction prediction with 1.9M reactions from USPTO patents (1976-2016). Task: Predict the product of the given reaction. (1) Given the reactants [CH:1]1([N:7]2[CH2:11][CH2:10][CH:9]([CH2:12][C:13]3[C:18]([Cl:19])=[CH:17][C:16]([C:20]4[CH:25]=[CH:24][C:23]([C:26]([N:28]5[CH2:33][CH2:32][NH:31][CH2:30][CH2:29]5)=[O:27])=[CH:22][CH:21]=4)=[CH:15][C:14]=3[Cl:34])[C:8]2=[O:35])[CH2:6][CH2:5][CH2:4][CH2:3][CH2:2]1.C(N(CC)C(C)C)(C)C.[F:45][C:46]([F:57])([F:56])[CH2:47]OS(C(F)(F)F)(=O)=O, predict the reaction product. The product is: [CH:1]1([N:7]2[CH2:11][CH2:10][CH:9]([CH2:12][C:13]3[C:14]([Cl:34])=[CH:15][C:16]([C:20]4[CH:21]=[CH:22][C:23]([C:26]([N:28]5[CH2:29][CH2:30][N:31]([CH2:47][C:46]([F:57])([F:56])[F:45])[CH2:32][CH2:33]5)=[O:27])=[CH:24][CH:25]=4)=[CH:17][C:18]=3[Cl:19])[C:8]2=[O:35])[CH2:6][CH2:5][CH2:4][CH2:3][CH2:2]1. (2) Given the reactants [OH:1][CH2:2][C@H:3]1[CH2:5][C@H:4]1[C:6]#[N:7].[N:8]1[C:15]([Cl:16])=[N:14][C:12](Cl)=[N:11][C:9]=1[Cl:10].CCN(C(C)C)C(C)C, predict the reaction product. The product is: [Cl:10][C:9]1[N:8]=[C:15]([Cl:16])[N:14]=[C:12]([O:1][CH2:2][C@H:3]2[CH2:5][C@H:4]2[C:6]#[N:7])[N:11]=1. (3) Given the reactants N([O-])=O.[Na+].N[C:6]1[C:10]([C:11]([O:13][CH2:14][CH3:15])=[O:12])=[CH:9][N:8]([C:16]2[N:21]=[CH:20][CH:19]=[CH:18][N:17]=2)[N:7]=1.CCOC(C)=O.C(Cl)[Cl:29], predict the reaction product. The product is: [Cl:29][C:6]1[C:10]([C:11]([O:13][CH2:14][CH3:15])=[O:12])=[CH:9][N:8]([C:16]2[N:21]=[CH:20][CH:19]=[CH:18][N:17]=2)[N:7]=1. (4) Given the reactants [F:1][C:2]([F:21])([F:20])[C:3]([N:5]1[CH2:14][CH2:13][C:12]2[C:11]3[CH2:15][CH2:16][CH2:17][C@H:18](O)[C:10]=3[CH:9]=[CH:8][C:7]=2[CH2:6]1)=[O:4].C1C=CC(P([N:36]=[N+:37]=[N-:38])(C2C=CC=CC=2)=O)=CC=1.C1CCN2C(=NCCC2)CC1.Cl, predict the reaction product. The product is: [N:36]([C@H:18]1[C:10]2[CH:9]=[CH:8][C:7]3[CH2:6][N:5]([C:3](=[O:4])[C:2]([F:21])([F:20])[F:1])[CH2:14][CH2:13][C:12]=3[C:11]=2[CH2:15][CH2:16][CH2:17]1)=[N+:37]=[N-:38]. (5) The product is: [NH2:14][C:7]1[C:6]([Br:5])=[CH:11][CH:10]=[CH:9][C:8]=1[OH:12]. Given the reactants B(Br)(Br)Br.[Br:5][C:6]1[CH:11]=[CH:10][CH:9]=[C:8]([O:12]C)[C:7]=1[NH2:14], predict the reaction product.